From a dataset of Peptide-MHC class II binding affinity with 134,281 pairs from IEDB. Regression. Given a peptide amino acid sequence and an MHC pseudo amino acid sequence, predict their binding affinity value. This is MHC class II binding data. (1) The peptide sequence is TKTDFGFYQVKTETT. The MHC is DRB1_0401 with pseudo-sequence DRB1_0401. The binding affinity (normalized) is 0.661. (2) The peptide sequence is LPADLMIRIIAQGPK. The MHC is DRB4_0101 with pseudo-sequence DRB4_0103. The binding affinity (normalized) is 0.282.